This data is from Reaction yield outcomes from USPTO patents with 853,638 reactions. The task is: Predict the reaction yield, written as a fraction of the theoretical maximum amount of product (1.0 means a 100% yield; for example, 0.34 means a 34% yield). (1) The reactants are [C-]#N.[Na+].[CH3:4][N:5](C)C=O.[C:9]([O:13][C:14]([NH:16][CH:17]([CH2:24][CH3:25])[CH2:18]OS(C)(=O)=O)=[O:15])([CH3:12])([CH3:11])[CH3:10]. The catalyst is [Br-].C([N+](CCCC)(CCCC)CCCC)CCC.COC(C)(C)C. The product is [C:9]([O:13][C:14](=[O:15])[NH:16][CH:17]([CH2:24][CH3:25])[CH2:18][C:4]#[N:5])([CH3:12])([CH3:11])[CH3:10]. The yield is 0.770. (2) The reactants are [NH2:1][C:2]1[N:3]=[CH:4][C:5]2[S:10][C:9](=[O:11])[N:8]([C@@H:12]3[O:35][C@H:34]([CH2:36][O:37]C(=O)C4C=CC=CC=4)[C@@H:23]([O:24]C(=O)C4C=CC=CC=4C)[C@H:13]3[O:14]C(=O)C3C=CC=CC=3)[C:6]=2[N:7]=1.[C:46]([O-])([O-])=O.[K+].[K+].CC(O)=O. The catalyst is CO. The product is [NH2:1][C:2]1[N:3]=[CH:4][C:5]2[S:10][C:9](=[O:11])[N:8]([C@@H:12]3[O:35][C@H:34]([CH2:36][OH:37])[C@@H:23]([OH:24])[C@@:13]3([CH3:46])[OH:14])[C:6]=2[N:7]=1. The yield is 0.100. (3) The reactants are C1C(=O)N([I:8])C(=O)C1.[Cl:9][C:10]1[CH:16]=[CH:15][C:13]([NH2:14])=[C:12]([CH3:17])[CH:11]=1.O. The catalyst is CN(C=O)C. The product is [Cl:9][C:10]1[CH:11]=[C:12]([CH3:17])[C:13]([NH2:14])=[C:15]([I:8])[CH:16]=1. The yield is 0.470. (4) The reactants are [CH3:1][C:2]([C:11]1[O:15][N:14]=[C:13]([NH:16][C:17](=[O:25])OC2C=CC=CC=2)[CH:12]=1)([CH3:10])[CH2:3][N:4]1[CH2:9][CH2:8][O:7][CH2:6][CH2:5]1.C(N(CC)C(C)C)(C)C.[CH3:35][O:36][C:37]1[CH:38]=[C:39]2[C:44](=[CH:45][C:46]=1[O:47][CH3:48])[N:43]=[CH:42][N:41]=[C:40]2[O:49][C:50]1[CH:51]=[C:52]([CH:54]=[CH:55][CH:56]=1)[NH2:53]. The catalyst is C1COCC1. The product is [CH3:35][O:36][C:37]1[CH:38]=[C:39]2[C:44](=[CH:45][C:46]=1[O:47][CH3:48])[N:43]=[CH:42][N:41]=[C:40]2[O:49][C:50]1[CH:51]=[C:52]([NH:53][C:17]([NH:16][C:13]2[CH:12]=[C:11]([C:2]([CH3:1])([CH3:10])[CH2:3][N:4]3[CH2:5][CH2:6][O:7][CH2:8][CH2:9]3)[O:15][N:14]=2)=[O:25])[CH:54]=[CH:55][CH:56]=1. The yield is 0.0100. (5) The reactants are [CH3:1][O:2][C:3](=[O:14])[C:4]1[CH:9]=[CH:8][CH:7]=[C:6]([N+:10]([O-:12])=[O:11])[C:5]=1Cl.[CH3:15][O:16][C:17]1[C:26]2[C:21](=[CH:22][CH:23]=[CH:24][CH:25]=2)[CH:20]=[CH:19][C:18]=1B(O)O.C(=O)([O-])[O-].[Na+].[Na+]. The catalyst is C1COCC1.[Pd].C1(P(C2C=CC=CC=2)C2C=CC=CC=2)C=CC=CC=1.C1(P(C2C=CC=CC=2)C2C=CC=CC=2)C=CC=CC=1.C1(P(C2C=CC=CC=2)C2C=CC=CC=2)C=CC=CC=1.C1(P(C2C=CC=CC=2)C2C=CC=CC=2)C=CC=CC=1. The product is [CH3:15][O:16][C:17]1[C:26]2[C:21](=[CH:22][CH:23]=[CH:24][CH:25]=2)[CH:20]=[CH:19][C:18]=1[C:5]1[C:6]([N+:10]([O-:12])=[O:11])=[CH:7][CH:8]=[CH:9][C:4]=1[C:3]([O:2][CH3:1])=[O:14]. The yield is 0.750. (6) The reactants are C([SiH2][O:6][C:7](C)(C)[C:8]1[CH:9]=[C:10]([C:14]2[N:22]3[C:17]([CH:18]=[N:19][C:20]([NH:23][C:24]4[CH:29]=[CH:28][C:27]([CH:30]5[CH2:35][CH2:34][N:33]([CH2:36][C:37]([NH2:39])=[O:38])[CH2:32][CH2:31]5)=[CH:26][CH:25]=4)=[N:21]3)=[CH:16][CH:15]=2)[CH:11]=[CH:12][CH:13]=1)(C)(C)C.O1CCCC1.[F-].C([N+](CCCC)(CCCC)CCCC)CCC. No catalyst specified. The product is [OH:6][CH2:7][C:8]1[CH:9]=[C:10]([C:14]2[N:22]3[C:17]([CH:18]=[N:19][C:20]([NH:23][C:24]4[CH:29]=[CH:28][C:27]([CH:30]5[CH2:31][CH2:32][N:33]([CH2:36][C:37]([NH2:39])=[O:38])[CH2:34][CH2:35]5)=[CH:26][CH:25]=4)=[N:21]3)=[CH:16][CH:15]=2)[CH:11]=[CH:12][CH:13]=1. The yield is 0.390. (7) The reactants are C[O:2][C:3]([C:5]1[C:18]2[C:17](=O)[C:16]3[C:11](=[CH:12][CH:13]=C(CBr)[CH:15]=3)[O:10][C:9]=2[CH:8]=[CH:7][CH:6]=1)=O.[NH2:22][NH2:23].[CH2:24]([OH:26])[CH3:25]. The catalyst is O.CC(C)=O.[N+]([O-])([O-])=O.[Ag+]. The product is [OH:26][CH2:24][C:25]1[CH:13]=[CH:12][C:11]2[O:10][C:9]3[C:18]4=[C:5]([C:3](=[O:2])[NH:22][N:23]=[C:17]4[C:16]=2[CH:15]=1)[CH:6]=[CH:7][CH:8]=3. The yield is 0.950.